From a dataset of Full USPTO retrosynthesis dataset with 1.9M reactions from patents (1976-2016). Predict the reactants needed to synthesize the given product. (1) Given the product [CH2:19]([O:26][CH2:27][C@H:28]([O:31][CH2:32][CH2:33][CH2:34][CH2:35][CH2:36][CH2:37][CH2:38][CH2:39][CH2:40][CH2:41][CH2:42][CH2:43][CH2:44][CH2:45][CH2:46][CH3:47])[CH2:29][O:30][C:1](=[O:17])[CH2:2][CH2:3][CH2:4][CH2:5][CH2:6][CH2:7][CH2:8][CH2:9][CH2:10][CH2:11][CH2:12][CH2:13][CH2:14][CH2:15][CH3:16])[C:20]1[CH:25]=[CH:24][CH:23]=[CH:22][CH:21]=1, predict the reactants needed to synthesize it. The reactants are: [C:1](Cl)(=[O:17])[CH2:2][CH2:3][CH2:4][CH2:5][CH2:6][CH2:7][CH2:8][CH2:9][CH2:10][CH2:11][CH2:12][CH2:13][CH2:14][CH2:15][CH3:16].[CH2:19]([O:26][CH2:27][C@H:28]([O:31][CH2:32][CH2:33][CH2:34][CH2:35][CH2:36][CH2:37][CH2:38][CH2:39][CH2:40][CH2:41][CH2:42][CH2:43][CH2:44][CH2:45][CH2:46][CH3:47])[CH2:29][OH:30])[C:20]1[CH:25]=[CH:24][CH:23]=[CH:22][CH:21]=1.N1C=CC=CC=1. (2) Given the product [CH3:1][O:2][C:3]1[CH:21]=[CH:20][C:6]([CH2:7][O:8][C:9]2[CH:10]=[C:11]([CH2:15][C:16]([OH:18])=[O:17])[CH:12]=[CH:13][CH:14]=2)=[CH:5][C:4]=1[O:22][CH2:23][C:24]1[N:25]=[C:26]([C:30]2[CH:31]=[CH:32][CH:33]=[CH:34][CH:35]=2)[O:27][C:28]=1[CH3:29], predict the reactants needed to synthesize it. The reactants are: [CH3:1][O:2][C:3]1[CH:21]=[CH:20][C:6]([CH2:7][O:8][C:9]2[CH:10]=[C:11]([CH2:15][C:16]([O:18]C)=[O:17])[CH:12]=[CH:13][CH:14]=2)=[CH:5][C:4]=1[O:22][CH2:23][C:24]1[N:25]=[C:26]([C:30]2[CH:35]=[CH:34][CH:33]=[CH:32][CH:31]=2)[O:27][C:28]=1[CH3:29].[OH-].[Na+].CO.Cl. (3) The reactants are: Cl[C:2]1[N:7]=[C:6]([N:8]2[C@@H:12]([CH:13]([CH3:15])[CH3:14])[CH2:11][O:10][C:9]2=[O:16])[CH:5]=[CH:4][N:3]=1.[F:17][C:18]1[C:23]([F:24])=[CH:22][CH:21]=[CH:20][C:19]=1[C@@H:25]([NH2:27])[CH3:26].CCN(C(C)C)C(C)C.C(O)(C(F)(F)F)=O. Given the product [F:17][C:18]1[C:23]([F:24])=[CH:22][CH:21]=[CH:20][C:19]=1[C@@H:25]([NH:27][C:2]1[N:7]=[C:6]([N:8]2[C@@H:12]([CH:13]([CH3:15])[CH3:14])[CH2:11][O:10][C:9]2=[O:16])[CH:5]=[CH:4][N:3]=1)[CH3:26], predict the reactants needed to synthesize it. (4) Given the product [I:11][C:7]1[CH:8]=[C:3]([O:2][CH3:1])[CH:4]=[CH:5][C:6]=1[O:9][CH3:10], predict the reactants needed to synthesize it. The reactants are: [CH3:1][O:2][C:3]1[CH:8]=[CH:7][C:6]([O:9][CH3:10])=[CH:5][CH:4]=1.[I:11]I. (5) Given the product [Cl:15][C:2]1[CH:3]=[CH:4][C:5]2[C:10](=[CH:9][CH:8]=[C:7]([OH:11])[CH:6]=2)[N:1]=1, predict the reactants needed to synthesize it. The reactants are: [N:1]1[C:10]2[C:5](=[CH:6][C:7]([OH:11])=[CH:8][CH:9]=2)[CH:4]=[CH:3][C:2]=1O.O=P(Cl)(Cl)[Cl:15].